Dataset: Catalyst prediction with 721,799 reactions and 888 catalyst types from USPTO. Task: Predict which catalyst facilitates the given reaction. (1) Reactant: O.C(=[N:9][CH2:10][CH:11]1[CH2:16][CH2:15][N:14]([CH:17]([CH3:19])[CH3:18])[CH2:13][CH2:12]1)C1C=CC=CC=1.Cl. Product: [CH:17]([N:14]1[CH2:15][CH2:16][CH:11]([CH2:10][NH2:9])[CH2:12][CH2:13]1)([CH3:19])[CH3:18]. The catalyst class is: 5. (2) The catalyst class is: 3. Reactant: [Br-:1].[NH2:2][CH2:3][CH2:4][CH2:5][CH2:6][CH2:7][N+:8]([CH2:11][CH2:12][NH:13][C:14]([C:16]1[C:21]([NH2:22])=[N:20][C:19]([NH2:23])=[C:18]([Cl:24])[N:17]=1)=[O:15])([CH3:10])[CH3:9].[CH2:25]([O:32][C:33]1[CH:38]=[CH:37][C:36]([CH2:39][C:40](O)=[O:41])=[CH:35][CH:34]=1)[C:26]1[CH:31]=[CH:30][CH:29]=[CH:28][CH:27]=1.CN1CCOCC1.C1CCC(N=C=NC2CCCCC2)CC1.C1C=CC2N(O)N=NC=2C=1. Product: [Br-:1].[CH2:25]([O:32][C:33]1[CH:34]=[CH:35][C:36]([CH2:39][C:40]([NH:2][CH2:3][CH2:4][CH2:5][CH2:6][CH2:7][N+:8]([CH2:11][CH2:12][NH:13][C:14]([C:16]2[C:21]([NH2:22])=[N:20][C:19]([NH2:23])=[C:18]([Cl:24])[N:17]=2)=[O:15])([CH3:9])[CH3:10])=[O:41])=[CH:37][CH:38]=1)[C:26]1[CH:27]=[CH:28][CH:29]=[CH:30][CH:31]=1. (3) Reactant: Br[C:2]1[CH:11]=[C:10]2[C:5]([C:6]([N:13]3[CH2:18][CH2:17][O:16][CH2:15][CH2:14]3)=[N:7][C:8]([Cl:12])=[N:9]2)=[CH:4][C:3]=1[F:19].[CH3:20][S:21]([C:24]1[CH:25]=[C:26](B(O)O)[CH:27]=[CH:28][CH:29]=1)(=[O:23])=[O:22].C(=O)([O-])[O-].[Na+].[Na+].CN(C=O)C. Product: [Cl:12][C:8]1[N:7]=[C:6]([N:13]2[CH2:18][CH2:17][O:16][CH2:15][CH2:14]2)[C:5]2[C:10](=[CH:11][C:2]([C:28]3[CH:27]=[CH:26][CH:25]=[C:24]([S:21]([CH3:20])(=[O:23])=[O:22])[CH:29]=3)=[C:3]([F:19])[CH:4]=2)[N:9]=1. The catalyst class is: 189. (4) Reactant: [C:1]([O:5][C:6]([NH:8][C@H:9]([CH2:14][C:15]1[CH:20]=[C:19]([F:21])[C:18]([F:22])=[CH:17][C:16]=1[F:23])[CH2:10][C:11]([OH:13])=O)=[O:7])([CH3:4])([CH3:3])[CH3:2].C1C=CC2N(O)N=NC=2C=1.C(Cl)CCl.CCN(C(C)C)C(C)C.FC(F)(F)C(O)=O.[NH:54]1[C:60]2[CH:61]=[CH:62][CH:63]=[CH:64][C:59]=2[CH2:58][NH:57][CH2:56][C:55]1=[O:65]. Product: [C:1]([O:5][C:6](=[O:7])[NH:8][C@H:9]([CH2:14][C:15]1[CH:20]=[C:19]([F:21])[C:18]([F:22])=[CH:17][C:16]=1[F:23])[CH2:10][C:11](=[O:13])[N:57]1[CH2:58][C:59]2[CH:64]=[CH:63][CH:62]=[CH:61][C:60]=2[NH:54][C:55](=[O:65])[CH2:56]1)([CH3:2])([CH3:3])[CH3:4]. The catalyst class is: 2. (5) Reactant: [OH-].[Na+].[F:3][C:4]([F:18])([F:17])[CH2:5][O:6][C:7]1[CH:16]=[CH:15][C:10]2[S:11]C(=O)[O:13][C:9]=2[CH:8]=1. Product: [F:18][C:4]([F:3])([F:17])[CH2:5][O:6][C:7]1[CH:16]=[CH:15][C:10]([SH:11])=[C:9]([OH:13])[CH:8]=1. The catalyst class is: 1. (6) Reactant: [CH3:1][C:2]1[CH:3]=[C:4]2[C:9](=[CH:10][CH:11]=1)[N:8]=[CH:7][CH:6]=[CH:5]2.[Se](=O)=[O:13].CCCCC.CCOC(C)=O. Product: [N:8]1[C:9]2[C:4](=[CH:3][C:2]([CH:1]=[O:13])=[CH:11][CH:10]=2)[CH:5]=[CH:6][CH:7]=1. The catalyst class is: 5. (7) Reactant: I[CH:2]1[C:6]2([CH2:11][CH2:10][NH:9][CH2:8][CH2:7]2)[C:5](=[O:12])[N:4]([C:13]2[CH2:14][O:15][C:16](=[O:18])[CH:17]=2)[CH:3]1[CH3:19].C(C1CCCCN2CCCN=C12)C. Product: [CH3:19][C:3]1[N:4]([C:13]2[CH2:14][O:15][C:16](=[O:18])[CH:17]=2)[C:5](=[O:12])[C:6]2([CH2:7][CH2:8][NH:9][CH2:10][CH2:11]2)[CH:2]=1. The catalyst class is: 1. (8) Reactant: [CH3:1][O:2][CH2:3][CH2:4][C:5](Cl)=O.[NH2:8][C:9]1[CH:10]=[N:11][C:12]2[C:17]([C:18]=1[NH:19][CH2:20][CH2:21][CH2:22][CH2:23][NH:24][C:25](=[O:31])[O:26][C:27]([CH3:30])([CH3:29])[CH3:28])=[CH:16][CH:15]=[CH:14][CH:13]=2.Cl.N1C=CC=CC=1. Product: [CH3:1][O:2][CH2:3][CH2:4][C:5]1[N:19]([CH2:20][CH2:21][CH2:22][CH2:23][NH:24][C:25](=[O:31])[O:26][C:27]([CH3:29])([CH3:28])[CH3:30])[C:18]2[C:17]3[CH:16]=[CH:15][CH:14]=[CH:13][C:12]=3[N:11]=[CH:10][C:9]=2[N:8]=1. The catalyst class is: 17.